Dataset: HIV replication inhibition screening data with 41,000+ compounds from the AIDS Antiviral Screen. Task: Binary Classification. Given a drug SMILES string, predict its activity (active/inactive) in a high-throughput screening assay against a specified biological target. (1) The drug is Clc1ccc(SSc2ccccc2)cc1. The result is 0 (inactive). (2) The result is 0 (inactive). The molecule is N#Cc1ccc(Oc2ccccc2)cc1C#N. (3) The molecule is O=C(NC(=Cc1ccc(Cl)cc1)c1nc2ccccc2[nH]1)c1ccccc1. The result is 0 (inactive). (4) The result is 0 (inactive). The molecule is CCOP(=O)(OCC)C1CCCCOC1=O. (5) The compound is Cc1ccc(C)c(N2C(=O)C(=O)C(c3nc4ccccc4s3)C(=Nc3cccc4c(O)nnc(O)c34)C2=O)c1. The result is 0 (inactive).